From a dataset of Full USPTO retrosynthesis dataset with 1.9M reactions from patents (1976-2016). Predict the reactants needed to synthesize the given product. (1) Given the product [CH2:8]([C:10]1[CH:16]=[CH:15][C:13]([NH:14][C:5](=[O:7])[CH3:6])=[CH:12][CH:11]=1)[CH3:9], predict the reactants needed to synthesize it. The reactants are: C(O[C:5](=[O:7])[CH3:6])(=O)C.[CH2:8]([C:10]1[CH:16]=[CH:15][C:13]([NH2:14])=[CH:12][CH:11]=1)[CH3:9]. (2) Given the product [CH3:1][C:2]([CH3:7])([CH3:6])[CH2:3][CH2:4][N:31]1[CH2:32][CH2:33][N:28]([CH2:27][CH2:26][CH2:25][O:24][C:23]2[CH:22]=[CH:21][C:20]([C:34]([N:36]3[CH2:45][C:44]4[CH:43]=[N:42][N:41]([CH3:46])[C:40]=4[NH:39][C:38]4[CH:47]=[CH:48][CH:49]=[CH:50][C:37]3=4)=[O:35])=[CH:19][C:18]=2[F:17])[CH2:29][CH2:30]1, predict the reactants needed to synthesize it. The reactants are: [CH3:1][C:2]([CH3:7])([CH3:6])[CH2:3][CH:4]=O.C(N(CC)CC)C.Cl.Cl.[F:17][C:18]1[CH:19]=[C:20]([C:34]([N:36]2[CH2:45][C:44]3[CH:43]=[N:42][N:41]([CH3:46])[C:40]=3[NH:39][C:38]3[CH:47]=[CH:48][CH:49]=[CH:50][C:37]2=3)=[O:35])[CH:21]=[CH:22][C:23]=1[O:24][CH2:25][CH2:26][CH2:27][N:28]1[CH2:33][CH2:32][NH:31][CH2:30][CH2:29]1.C([BH3-])#N.[Na+]. (3) Given the product [CH3:38][O:37][C:22]1[CH:23]=[C:24]([CH:35]=[CH:36][C:21]=1[NH:20][C:2]1[N:12]=[C:11]2[C:5](=[CH:4][N:3]=1)[N:6]([CH3:19])[C:7](=[O:18])[CH2:8][CH2:9][N:10]2[CH:13]([CH3:17])[CH2:14][O:15][CH3:16])[C:25]([NH:27][CH:28]1[CH2:33][CH2:32][N:31]([CH3:34])[CH2:30][CH2:29]1)=[O:26], predict the reactants needed to synthesize it. The reactants are: Cl[C:2]1[N:12]=[C:11]2[C:5]([N:6]([CH3:19])[C:7](=[O:18])[CH2:8][CH2:9][N:10]2[CH:13]([CH3:17])[CH2:14][O:15][CH3:16])=[CH:4][N:3]=1.[NH2:20][C:21]1[CH:36]=[CH:35][C:24]([C:25]([NH:27][CH:28]2[CH2:33][CH2:32][N:31]([CH3:34])[CH2:30][CH2:29]2)=[O:26])=[CH:23][C:22]=1[O:37][CH3:38].O.C1(C)C=CC(S(O)(=O)=O)=CC=1. (4) Given the product [Br:9][C:6]1[CH:5]=[C:4]([C:20]([C:22]([F:25])([F:24])[F:23])=[CH2:21])[CH:3]=[C:2]([Br:1])[C:7]=1[F:8], predict the reactants needed to synthesize it. The reactants are: [Br:1][C:2]1[CH:3]=[C:4](B2OC(C)(C)C(C)(C)O2)[CH:5]=[C:6]([Br:9])[C:7]=1[F:8].Br[C:20]([C:22]([F:25])([F:24])[F:23])=[CH2:21].C([O-])([O-])=O.[K+].[K+].N#N. (5) Given the product [NH2:1][C:2]([CH3:29])([CH3:28])[CH2:3][CH2:4][C:5]1[CH:10]=[CH:9][C:8]([C:11]2[CH:16]=[CH:15][N:14]=[C:13]([NH:17][CH:18]3[CH2:23][C:22]([CH3:25])([CH3:24])[NH:21][C:20]([CH3:27])([CH3:26])[CH2:19]3)[N:12]=2)=[CH:7][CH:6]=1, predict the reactants needed to synthesize it. The reactants are: [NH2:1][C:2]([CH3:29])([CH3:28])[C:3]#[C:4][C:5]1[CH:10]=[CH:9][C:8]([C:11]2[CH:16]=[CH:15][N:14]=[C:13]([NH:17][CH:18]3[CH2:23][C:22]([CH3:25])([CH3:24])[NH:21][C:20]([CH3:27])([CH3:26])[CH2:19]3)[N:12]=2)=[CH:7][CH:6]=1. (6) Given the product [CH2:12]([O:11][C:3](=[O:10])[CH:4]([C@H:21]([CH3:26])[CH2:22][CH2:23][CH2:24][CH3:25])[C:5]([O:7][CH2:8][CH3:9])=[O:6])[CH3:13], predict the reactants needed to synthesize it. The reactants are: [H-].[Na+].[C:3]([O:11][CH2:12][CH3:13])(=[O:10])[CH2:4][C:5]([O:7][CH2:8][CH3:9])=[O:6].[H][H].CS(O[C@@H:21]([CH3:26])[CH2:22][CH2:23][CH2:24][CH3:25])(=O)=O.[Cl-].[NH4+]. (7) Given the product [F:1][C:2]([F:25])([F:26])[C:3]1[CH:4]=[C:5]([CH:13]=[O:14])[CH:6]=[C:7]([C:9]([F:10])([F:11])[F:12])[CH:8]=1, predict the reactants needed to synthesize it. The reactants are: [F:1][C:2]([F:26])([F:25])[C:3]1[CH:4]=[C:5]([C:13](C2C=CC([N+]([O-])=O)=C(C)C=2)=[O:14])[CH:6]=[C:7]([C:9]([F:12])([F:11])[F:10])[CH:8]=1.